The task is: Predict the reactants needed to synthesize the given product.. This data is from Full USPTO retrosynthesis dataset with 1.9M reactions from patents (1976-2016). (1) Given the product [N:1]1[CH:2]=[CH:3][N:4]2[CH:9]=[C:8]([C:10]([OH:12])=[O:11])[CH:7]=[N:6][C:5]=12, predict the reactants needed to synthesize it. The reactants are: [N:1]1[CH:2]=[CH:3][N:4]2[CH:9]=[C:8]([C:10]([O:12]C)=[O:11])[CH:7]=[N:6][C:5]=12.[OH-].[Na+].Cl. (2) Given the product [N:14]1[CH:15]=[CH:16][C:11]([C:10]2[CH:6]=[C:7]([NH2:17])[S:8][CH:9]=2)=[CH:12][CH:13]=1, predict the reactants needed to synthesize it. The reactants are: C(OC([C:6]1[C:10]([C:11]2[CH:16]=[CH:15][N:14]=[CH:13][CH:12]=2)=[CH:9][S:8][C:7]=1[NH2:17])=O)C.[OH-].[K+].CCO. (3) Given the product [Br:27][C:17]1[CH:18]=[C:19]([C:21]([O:23][CH:24]([CH3:26])[CH3:25])=[O:22])[S:20][C:16]=1[CH2:15][CH2:14][CH2:13][N:7]1[C@@H:6]([CH2:5][OH:4])[CH2:11][CH2:10][O:9][C:8]1=[O:12], predict the reactants needed to synthesize it. The reactants are: C([O:4][CH2:5][C@H:6]1[CH2:11][CH2:10][O:9][C:8](=[O:12])[N:7]1[CH2:13][CH2:14][CH2:15][C:16]1[S:20][C:19]([C:21]([O:23][CH:24]([CH3:26])[CH3:25])=[O:22])=[CH:18][C:17]=1[Br:27])(=O)C.C[O-].[Na+].